Dataset: Reaction yield outcomes from USPTO patents with 853,638 reactions. Task: Predict the reaction yield, written as a fraction of the theoretical maximum amount of product (1.0 means a 100% yield; for example, 0.34 means a 34% yield). (1) The catalyst is C(O)C. The yield is 0.300. The reactants are [Cl:1][C:2]1[CH:3]=[C:4]([C:12]2[O:16][N:15]=[C:14]([C:17]3[CH:35]=[CH:34][C:20]4[CH2:21][CH2:22][N:23]([CH2:26][CH2:27][CH2:28][C:29]([O:31]CC)=[O:30])[CH2:24][CH2:25][C:19]=4[CH:18]=3)[N:13]=2)[CH:5]=[CH:6][C:7]=1[O:8][CH:9]([CH3:11])[CH3:10].[OH-].[Na+].C(O)(=O)C. The product is [Cl:1][C:2]1[CH:3]=[C:4]([C:12]2[O:16][N:15]=[C:14]([C:17]3[CH:35]=[CH:34][C:20]4[CH2:21][CH2:22][N:23]([CH2:26][CH2:27][CH2:28][C:29]([OH:31])=[O:30])[CH2:24][CH2:25][C:19]=4[CH:18]=3)[N:13]=2)[CH:5]=[CH:6][C:7]=1[O:8][CH:9]([CH3:10])[CH3:11]. (2) The reactants are [CH3:1][O:2][C:3]1[CH:4]=[C:5]([NH:15][C:16]2[N:40]=[C:19]3[C:20]([C:25]4[CH:26]=[C:27]([CH:37]=[CH:38][CH:39]=4)[CH2:28][NH:29]C(=O)OC(C)(C)C)=[CH:21][C:22]([CH3:24])=[CH:23][N:18]3[N:17]=2)[CH:6]=[CH:7][C:8]=1[N:9]1[CH:13]=[C:12]([CH3:14])[N:11]=[CH:10]1.[ClH:41]. The catalyst is ClCCl.C(OCC)C. The product is [ClH:41].[ClH:41].[NH2:29][CH2:28][C:27]1[CH:26]=[C:25]([C:20]2[C:19]3[N:18]([N:17]=[C:16]([NH:15][C:5]4[CH:6]=[CH:7][C:8]([N:9]5[CH:13]=[C:12]([CH3:14])[N:11]=[CH:10]5)=[C:3]([O:2][CH3:1])[CH:4]=4)[N:40]=3)[CH:23]=[C:22]([CH3:24])[CH:21]=2)[CH:39]=[CH:38][CH:37]=1. The yield is 0.850.